From a dataset of NCI-60 drug combinations with 297,098 pairs across 59 cell lines. Regression. Given two drug SMILES strings and cell line genomic features, predict the synergy score measuring deviation from expected non-interaction effect. (1) Drug 1: C1C(C(OC1N2C=C(C(=O)NC2=O)F)CO)O. Drug 2: CC12CCC3C(C1CCC2O)C(CC4=C3C=CC(=C4)O)CCCCCCCCCS(=O)CCCC(C(F)(F)F)(F)F. Cell line: MDA-MB-231. Synergy scores: CSS=8.49, Synergy_ZIP=-4.04, Synergy_Bliss=0.502, Synergy_Loewe=-16.7, Synergy_HSA=-1.44. (2) Drug 1: C1=CC=C(C(=C1)C(C2=CC=C(C=C2)Cl)C(Cl)Cl)Cl. Drug 2: CN(CC1=CN=C2C(=N1)C(=NC(=N2)N)N)C3=CC=C(C=C3)C(=O)NC(CCC(=O)O)C(=O)O. Cell line: KM12. Synergy scores: CSS=34.5, Synergy_ZIP=-1.30, Synergy_Bliss=-1.07, Synergy_Loewe=-28.7, Synergy_HSA=-2.39. (3) Drug 1: C1=NC2=C(N1)C(=S)N=C(N2)N. Drug 2: CC1=C2C(C(=O)C3(C(CC4C(C3C(C(C2(C)C)(CC1OC(=O)C(C(C5=CC=CC=C5)NC(=O)OC(C)(C)C)O)O)OC(=O)C6=CC=CC=C6)(CO4)OC(=O)C)O)C)O. Cell line: OVCAR-5. Synergy scores: CSS=39.4, Synergy_ZIP=-4.43, Synergy_Bliss=-4.27, Synergy_Loewe=-4.25, Synergy_HSA=0.0973.